Dataset: Forward reaction prediction with 1.9M reactions from USPTO patents (1976-2016). Task: Predict the product of the given reaction. (1) Given the reactants [H-].[Na+].[CH3:3][O:4][CH2:5][CH2:6][OH:7].Br[C:9]1[C:10]([NH2:16])=[N:11][CH:12]=[C:13]([Br:15])[N:14]=1, predict the reaction product. The product is: [Br:15][C:13]1[N:14]=[C:9]([O:7][CH2:6][CH2:5][O:4][CH3:3])[C:10]([NH2:16])=[N:11][CH:12]=1. (2) Given the reactants [C:1]([C:4]1[C:5](=[O:21])[NH:6][C:7]2[C:12]([C:13]=1[C:14]1[CH:19]=[CH:18][CH:17]=[CH:16][CH:15]=1)=[CH:11][C:10]([Cl:20])=[CH:9][CH:8]=2)(=[O:3])[CH3:2].[S:22]1[CH:26]=[CH:25][CH:24]=[C:23]1[CH:27]=O.[OH-].[Na+], predict the reaction product. The product is: [Cl:20][C:10]1[CH:11]=[C:12]2[C:7](=[CH:8][CH:9]=1)[NH:6][C:5](=[O:21])[C:4]([C:1](=[O:3])[CH:2]=[CH:27][C:23]1[S:22][CH:26]=[CH:25][CH:24]=1)=[C:13]2[C:14]1[CH:15]=[CH:16][CH:17]=[CH:18][CH:19]=1. (3) Given the reactants [Cl:1][C:2]1[CH:7]=[CH:6][C:5]([NH:8][C:9]([C:11]2[CH:12]=[C:13]([CH:25]=[CH:26][CH:27]=2)[CH2:14][S:15][CH2:16][CH2:17][C:18]([O:20]C(C)(C)C)=[O:19])=[O:10])=[C:4]([C:28](=[O:45])[NH:29][C:30]2[CH:34]=[CH:33][N:32]([C:35]3[CH:40]=[CH:39][CH:38]=[C:37]([C:41]([F:44])([F:43])[F:42])[CH:36]=3)[N:31]=2)[CH:3]=1, predict the reaction product. The product is: [Cl:1][C:2]1[CH:7]=[CH:6][C:5]([NH:8][C:9]([C:11]2[CH:12]=[C:13]([CH:25]=[CH:26][CH:27]=2)[CH2:14][S:15][CH2:16][CH2:17][C:18]([OH:20])=[O:19])=[O:10])=[C:4]([C:28](=[O:45])[NH:29][C:30]2[CH:34]=[CH:33][N:32]([C:35]3[CH:40]=[CH:39][CH:38]=[C:37]([C:41]([F:43])([F:44])[F:42])[CH:36]=3)[N:31]=2)[CH:3]=1.